Dataset: Peptide-MHC class II binding affinity with 134,281 pairs from IEDB. Task: Regression. Given a peptide amino acid sequence and an MHC pseudo amino acid sequence, predict their binding affinity value. This is MHC class II binding data. (1) The peptide sequence is DGQGKAVWGKNSCAK. The MHC is HLA-DQA10501-DQB10301 with pseudo-sequence HLA-DQA10501-DQB10301. The binding affinity (normalized) is 0.561. (2) The peptide sequence is LVGPTPVNIIGRDLLTQIGC. The MHC is HLA-DPA10201-DPB10101 with pseudo-sequence HLA-DPA10201-DPB10101. The binding affinity (normalized) is 0.398. (3) The peptide sequence is IAATAANAAPTNDKF. The MHC is DRB3_0202 with pseudo-sequence DRB3_0202. The binding affinity (normalized) is 0.696. (4) The peptide sequence is DEELLKAVRIIKILYQSNP. The MHC is DRB3_0101 with pseudo-sequence DRB3_0101. The binding affinity (normalized) is 0.434. (5) The peptide sequence is GRVTLVLLAVVPVAL. The MHC is HLA-DQA10301-DQB10302 with pseudo-sequence HLA-DQA10301-DQB10302. The binding affinity (normalized) is 0.0321.